From a dataset of Full USPTO retrosynthesis dataset with 1.9M reactions from patents (1976-2016). Predict the reactants needed to synthesize the given product. (1) Given the product [NH2:9][C:10]1[N:15]=[C:14]([C:5]2[Se:1][C:2]([C:6]([OH:8])=[O:7])=[CH:3][CH:4]=2)[CH:13]=[CH:12][N:11]=1, predict the reactants needed to synthesize it. The reactants are: [Se:1]1[CH:5]=[CH:4][CH:3]=[C:2]1[C:6]([OH:8])=[O:7].[NH2:9][C:10]1[N:15]=[C:14](C2SC(C(O)=O)=CC=2)[CH:13]=[CH:12][N:11]=1.COC(C1[Se]C(C(=O)C=CN(C)C)=CC=1)=O. (2) Given the product [N:1]1([CH2:6][CH2:7][CH2:8][NH:9][C:10]2[CH:15]=[CH:14][C:13]([NH2:16])=[CH:12][C:11]=2[F:19])[CH:5]=[N:4][N:3]=[N:2]1, predict the reactants needed to synthesize it. The reactants are: [N:1]1([CH2:6][CH2:7][CH2:8][NH:9][C:10]2[CH:15]=[CH:14][C:13]([N+:16]([O-])=O)=[CH:12][C:11]=2[F:19])[CH:5]=[N:4][N:3]=[N:2]1.